From a dataset of Reaction yield outcomes from USPTO patents with 853,638 reactions. Predict the reaction yield, written as a fraction of the theoretical maximum amount of product (1.0 means a 100% yield; for example, 0.34 means a 34% yield). (1) The reactants are [C:1]([O:5][C:6](=[O:21])[NH:7][N:8]1[CH2:13][CH2:12][N:11](CC2C=CC=CC=2)[CH2:10][CH2:9]1)([CH3:4])([CH3:3])[CH3:2].[H][H]. The catalyst is C(O)C.[OH-].[OH-].[Pd+2]. The product is [N:8]1([NH:7][C:6](=[O:21])[O:5][C:1]([CH3:3])([CH3:2])[CH3:4])[CH2:9][CH2:10][NH:11][CH2:12][CH2:13]1. The yield is 0.990. (2) The reactants are [OH:1][C:2]1[C:9]([O:10][CH2:11][CH2:12][CH3:13])=[CH:8][C:5]([CH:6]=O)=[CH:4][C:3]=1[N+:14]([O-:16])=[O:15].[C:17]1([C:23](=O)[CH2:24][C:25]2[CH:30]=[CH:29][CH:28]=[CH:27][CH:26]=2)[CH:22]=[CH:21][CH:20]=[CH:19][CH:18]=1.[NH2:32][C:33]([NH2:35])=[O:34].Cl. The catalyst is C(O)C. The product is [OH:1][C:2]1[C:9]([O:10][CH2:11][CH2:12][CH3:13])=[CH:8][C:5]([CH:6]2[C:24]([C:25]3[CH:30]=[CH:29][CH:28]=[CH:27][CH:26]=3)=[C:23]([C:17]3[CH:22]=[CH:21][CH:20]=[CH:19][CH:18]=3)[NH:35][C:33](=[O:34])[NH:32]2)=[CH:4][C:3]=1[N+:14]([O-:16])=[O:15]. The yield is 0.108. (3) The reactants are [CH2:1]([O:4][C@@H:5]1[C@@H:9]([CH2:10][O:11][Si](C(C)(C)C)(C)C)[O:8][C@@H:7]([N:19]2[CH:26]=[C:25]([I:27])[C:23]([NH2:24])=[N:22][C:20]2=[O:21])[CH2:6]1)[CH:2]=[CH2:3]. The catalyst is C1COCC1.CCCC[N+](CCCC)(CCCC)CCCC.[F-]. The product is [CH2:1]([O:4][C@@H:5]1[C@@H:9]([CH2:10][OH:11])[O:8][C@@H:7]([N:19]2[CH:26]=[C:25]([I:27])[C:23]([NH2:24])=[N:22][C:20]2=[O:21])[CH2:6]1)[CH:2]=[CH2:3]. The yield is 0.710. (4) The reactants are [C:1]1([CH3:14])[CH:6]=[CH:5][C:4]([CH2:7][S:8]([CH2:11][C:12]#[N:13])(=[O:10])=[O:9])=[CH:3][CH:2]=1.[CH2:15]([O:17][CH:18](OCC)OCC)[CH3:16].C(OC(=O)C)(=O)C. No catalyst specified. The product is [CH2:15]([O:17][CH:18]=[C:11]([S:8]([CH2:7][C:4]1[CH:3]=[CH:2][C:1]([CH3:14])=[CH:6][CH:5]=1)(=[O:9])=[O:10])[C:12]#[N:13])[CH3:16]. The yield is 0.900.